From a dataset of Peptide-MHC class II binding affinity with 134,281 pairs from IEDB. Regression. Given a peptide amino acid sequence and an MHC pseudo amino acid sequence, predict their binding affinity value. This is MHC class II binding data. (1) The peptide sequence is NVTSIHSLLDEGKQS. The MHC is HLA-DQA10101-DQB10501 with pseudo-sequence HLA-DQA10101-DQB10501. The binding affinity (normalized) is 0.130. (2) The peptide sequence is NDWFSCMKMILLQMN. The MHC is DRB1_0101 with pseudo-sequence DRB1_0101. The binding affinity (normalized) is 0.122. (3) The peptide sequence is EKKYFAATQFESLAA. The MHC is HLA-DPA10201-DPB11401 with pseudo-sequence HLA-DPA10201-DPB11401. The binding affinity (normalized) is 0.921. (4) The peptide sequence is EKHYFAATQFEPLAA. The MHC is DRB1_1602 with pseudo-sequence DRB1_1602. The binding affinity (normalized) is 0.469. (5) The peptide sequence is SSYVCSGLVGDTPRK. The MHC is DRB5_0101 with pseudo-sequence DRB5_0101. The binding affinity (normalized) is 0.154. (6) The peptide sequence is AAFHSRFVQALTTAA. The MHC is HLA-DQA10201-DQB10202 with pseudo-sequence HLA-DQA10201-DQB10202. The binding affinity (normalized) is 0.474.